From a dataset of Reaction yield outcomes from USPTO patents with 853,638 reactions. Predict the reaction yield, written as a fraction of the theoretical maximum amount of product (1.0 means a 100% yield; for example, 0.34 means a 34% yield). (1) The reactants are [CH3:1][C:2]([CH3:15])([CH2:12][CH:13]=[CH2:14])[C:3]([O:5][Si](OCC)(C)C)=[O:4].C(O)C. No catalyst specified. The product is [CH3:1][C:2]([CH3:15])([CH2:12][CH:13]=[CH2:14])[C:3]([OH:5])=[O:4]. The yield is 0.934. (2) The reactants are C1C2C(=CC=CC=2)C=CC=1.[B:20]1([B:20]2[O:24][C:23]([CH3:26])([CH3:25])[C:22]([CH3:28])([CH3:27])[O:21]2)[O:24][C:23]([CH3:26])([CH3:25])[C:22]([CH3:28])([CH3:27])[O:21]1.[CH3:29][C:30]1([CH3:56])[C:34]([CH3:36])([CH3:35])[O:33][B:32]([C:37]2[CH:46]=[CH:45][C:44]3[C:39](=[CH:40][CH:41]=[C:42](B4OC(C)(C)C(C)(C)O4)[CH:43]=3)[CH:38]=2)[O:31]1. The catalyst is C1CCCCC1. The product is [CH3:35][C:34]1([CH3:36])[C:30]([CH3:29])([CH3:56])[O:31][B:32]([C:37]2[CH:46]=[CH:45][C:44]3[C:39](=[CH:40][C:41]([B:20]4[O:21][C:22]([CH3:27])([CH3:28])[C:23]([CH3:25])([CH3:26])[O:24]4)=[CH:42][CH:43]=3)[CH:38]=2)[O:33]1. The yield is 0.950. (3) The reactants are N1C=CN=C1.[Si:6](Cl)([C:9]([CH3:12])([CH3:11])[CH3:10])([CH3:8])[CH3:7].[CH3:14][C:15]1[CH:16]=[C:17]([CH:20]=[CH:21][C:22]=1[N+:23]([O-:25])=[O:24])[CH2:18][OH:19]. The catalyst is CN(C)C=O. The product is [C:9]([Si:6]([CH3:8])([CH3:7])[O:19][CH2:18][C:17]1[CH:20]=[CH:21][C:22]([N+:23]([O-:25])=[O:24])=[C:15]([CH3:14])[CH:16]=1)([CH3:12])([CH3:11])[CH3:10]. The yield is 1.00. (4) The reactants are Br[C:2]1[CH:15]=[CH:14][C:13]2[N:12]([S:16]([C:19]3[CH:24]=[CH:23][C:22]([O:25][CH3:26])=[CH:21][CH:20]=3)(=[O:18])=[O:17])[CH:11]([CH2:27][CH3:28])[C:10]3[C:5](=[CH:6][CH:7]=[C:8]([F:29])[CH:9]=3)[C:4]=2[CH:3]=1.[S:30]1[CH:34]=[CH:33][C:32](B(O)O)=[CH:31]1.ClCCl.[OH-].[Na+]. The catalyst is C1C=CC(P(C2C=CC=CC=2)[C-]2C=CC=C2)=CC=1.C1C=CC(P(C2C=CC=CC=2)[C-]2C=CC=C2)=CC=1.Cl[Pd]Cl.[Fe+2]. The yield is 0.510. The product is [CH2:27]([CH:11]1[C:10]2[C:5](=[CH:6][CH:7]=[C:8]([F:29])[CH:9]=2)[C:4]2[CH:3]=[C:2]([C:32]3[CH:33]=[CH:34][S:30][CH:31]=3)[CH:15]=[CH:14][C:13]=2[N:12]1[S:16]([C:19]1[CH:20]=[CH:21][C:22]([O:25][CH3:26])=[CH:23][CH:24]=1)(=[O:17])=[O:18])[CH3:28]. (5) The reactants are [CH:1]12[CH2:6][CH:5]1[CH2:4][CH:3]([NH2:7])[CH2:2]2.[CH:8](OCC)=[O:9]. No catalyst specified. The product is [CH:1]12[CH2:6][CH:5]1[CH2:4][CH:3]([NH:7][CH:8]=[O:9])[CH2:2]2. The yield is 0.800. (6) The reactants are [O:1]=[C:2]1[NH:8][C:7]2[S:9][CH:10]=[CH:11][C:6]=2[C:5]([C:12]2[CH:21]=[CH:20][C:15]([C:16]([O:18][CH3:19])=[O:17])=[CH:14][CH:13]=2)=[N:4][CH2:3]1.[Br:22]Br. The catalyst is N1C=CC=CC=1. The product is [Br:22][C:10]1[S:9][C:7]2[NH:8][C:2](=[O:1])[CH2:3][N:4]=[C:5]([C:12]3[CH:13]=[CH:14][C:15]([C:16]([O:18][CH3:19])=[O:17])=[CH:20][CH:21]=3)[C:6]=2[CH:11]=1. The yield is 0.570.